Predict which catalyst facilitates the given reaction. From a dataset of Catalyst prediction with 721,799 reactions and 888 catalyst types from USPTO. (1) Reactant: Br[CH2:2][C:3]1[CH:12]=[CH:11][C:6]([C:7]([O:9][CH3:10])=[O:8])=[CH:5][CH:4]=1.[CH3:13][NH:14][CH3:15]. Product: [CH3:13][N:14]([CH2:2][C:3]1[CH:12]=[CH:11][C:6]([C:7]([O:9][CH3:10])=[O:8])=[CH:5][CH:4]=1)[CH3:15]. The catalyst class is: 1. (2) Reactant: Cl.[CH3:2]OC(=O)[C@H](CS)N.[CH2:10]([Cl:25])[CH:11]=[C:12]([CH2:14][CH2:15][CH:16]=[C:17]([CH2:19][CH2:20][CH:21]=[C:22]([CH3:24])C)C)[CH3:13]. Product: [Cl:25][CH2:10][CH:11]=[C:12]([CH3:13])[CH2:14][CH2:15][CH2:16][CH2:17][CH2:19][CH2:20][CH2:21][CH2:22][CH2:24][CH3:2]. The catalyst class is: 5. (3) Reactant: [NH2:1][C:2]1[N:6]([CH2:7][CH:8]([CH:10]2[CH2:15][CH2:14][CH2:13][N:12]([C:16]3[CH:21]=[CH:20][C:19](=[O:22])[N:18]([CH2:23][C:24]4[CH:25]=[C:26]([CH:30]=[CH:31][CH:32]=4)[C:27]([O-:29])=O)[N:17]=3)[CH2:11]2)[OH:9])[C:5]2[CH:33]=[CH:34][CH:35]=[CH:36][C:4]=2[N:3]=1.[K+].ON1C2N=CC=CC=2N=N1.CN(C(ON1N=NC2C=CC=NC1=2)=[N+](C)C)C.F[P-](F)(F)(F)(F)F.C(N(CC)C(C)C)(C)C. Product: [OH:9][C@H:8]1[C@@H:10]2[CH2:11][N:12]([CH2:13][CH2:14][CH2:15]2)[C:16]2=[N:17][N:18]([C:19](=[O:22])[CH:20]=[CH:21]2)[CH2:23][C:24]2=[CH:25][C:26](=[CH:30][CH:31]=[CH:32]2)[C:27](=[O:29])[NH:1][C:2]2[N:6]([C:5]3[CH:33]=[CH:34][CH:35]=[CH:36][C:4]=3[N:3]=2)[CH2:7]1. The catalyst class is: 241. (4) Reactant: [OH:1][C:2]1[N:3]=[CH:4][C:5]([C:8]([O:10][CH3:11])=[O:9])=[N:6][CH:7]=1.[CH3:12][S:13](Cl)(=[O:15])=[O:14].CCN(CC)CC.C([O-])([O-])=O.[Na+].[Na+]. Product: [CH3:11][O:10][C:8]([C:5]1[CH:4]=[N:3][C:2]([O:1][S:13]([CH3:12])(=[O:15])=[O:14])=[CH:7][N:6]=1)=[O:9]. The catalyst class is: 34. (5) Reactant: [NH2:1][C:2]1[CH:7]=[C:6]([Br:8])[CH:5]=[CH:4][C:3]=1[C:9]([C:11]1[CH:16]=[CH:15][CH:14]=[CH:13][CH:12]=1)=O.[NH2:17][CH2:18][C:19](OCC)=[O:20]. Product: [Br:8][C:6]1[CH:5]=[CH:4][C:3]2=[C:2]([CH:7]=1)[NH:1][C:19](=[O:20])[CH2:18][N:17]=[C:9]2[C:11]1[CH:16]=[CH:15][CH:14]=[CH:13][CH:12]=1. The catalyst class is: 17. (6) Reactant: [CH2:1]([O:8][C:9]1[CH:19]=[CH:18][C:12]([O:13][CH2:14][C@H:15]2[O:17][CH2:16]2)=[CH:11][C:10]=1[N+:20]([O-])=O)[C:2]1[CH:7]=[CH:6][CH:5]=[CH:4][CH:3]=1.[CH2:23]([NH:30][CH2:31][CH2:32][CH:33]([C:42]1[CH:47]=[CH:46][C:45]([O:48][CH3:49])=[CH:44][CH:43]=1)[C:34]1[CH:39]=[CH:38][C:37]([O:40][CH3:41])=[CH:36][CH:35]=1)[C:24]1[CH:29]=[CH:28][CH:27]=[CH:26][CH:25]=1.C(O)C.[Cl-].[NH4+]. Product: [NH2:20][C:10]1[CH:11]=[C:12]([CH:18]=[CH:19][C:9]=1[O:8][CH2:1][C:2]1[CH:7]=[CH:6][CH:5]=[CH:4][CH:3]=1)[O:13][CH2:14][C@@H:15]([OH:17])[CH2:16][N:30]([CH2:31][CH2:32][CH:33]([C:34]1[CH:35]=[CH:36][C:37]([O:40][CH3:41])=[CH:38][CH:39]=1)[C:42]1[CH:47]=[CH:46][C:45]([O:48][CH3:49])=[CH:44][CH:43]=1)[CH2:23][C:24]1[CH:25]=[CH:26][CH:27]=[CH:28][CH:29]=1. The catalyst class is: 150. (7) Reactant: C([O:8][C:9]1[CH:14]=[CH:13][CH:12]=[CH:11][C:10]=1[CH:15]([C:17]1[CH:22]=[CH:21][C:20]([CH3:23])=[CH:19][CH:18]=1)O)C1C=CC=CC=1.Cl. The catalyst class is: 293. Product: [CH3:23][C:20]1[CH:19]=[CH:18][C:17]([CH2:15][C:10]2[CH:11]=[CH:12][CH:13]=[CH:14][C:9]=2[OH:8])=[CH:22][CH:21]=1. (8) Reactant: [C:1]([O:5][C:6]([NH:8][C@@:9]1([CH3:32])[CH2:13][CH2:12][C@@H:11]([NH:14][C:15]2[C:16]3[N:17]([CH:24]=[C:25]([C:27]([OH:29])=O)[CH:26]=3)[N:18]=[CH:19][C:20]=2[C:21](=[O:23])[NH2:22])[C:10]1([CH3:31])[CH3:30])=[O:7])([CH3:4])([CH3:3])[CH3:2].F[P-](F)(F)(F)(F)F.[N:40]1(O[P+](N(C)C)(N(C)C)N(C)C)C2C=CC=CC=2N=[N:41]1.NN.CCOC(C)=O. Product: [C:21]([C:20]1[CH:19]=[N:18][N:17]2[CH:24]=[C:25]([C:27]([NH:40][NH2:41])=[O:29])[CH:26]=[C:16]2[C:15]=1[NH:14][C@@H:11]1[CH2:12][CH2:13][C@@:9]([NH:8][C:6](=[O:7])[O:5][C:1]([CH3:3])([CH3:4])[CH3:2])([CH3:32])[C:10]1([CH3:31])[CH3:30])(=[O:23])[NH2:22]. The catalyst class is: 3. (9) Reactant: [Cl:1][C:2]1[CH:29]=[CH:28][CH:27]=[CH:26][C:3]=1[C:4]([NH:6][C@H:7]1[C:15]2[C:10](=[CH:11][CH:12]=[C:13]([C:16]([N:18]([CH3:25])[CH:19]3[CH2:24][CH2:23][NH:22][CH2:21][CH2:20]3)=[O:17])[CH:14]=2)[CH2:9][CH2:8]1)=[O:5].Cl[C:31]1[CH:36]=[CH:35][N+:34]([O-:37])=[CH:33][CH:32]=1.CCN(C(C)C)C(C)C. The catalyst class is: 8. Product: [Cl:1][C:2]1[CH:29]=[CH:28][CH:27]=[CH:26][C:3]=1[C:4]([NH:6][C@H:7]1[C:15]2[C:10](=[CH:11][CH:12]=[C:13]([C:16]([N:18]([CH3:25])[CH:19]3[CH2:20][CH2:21][N:22]([C:31]4[CH:36]=[CH:35][N+:34]([O-:37])=[CH:33][CH:32]=4)[CH2:23][CH2:24]3)=[O:17])[CH:14]=2)[CH2:9][CH2:8]1)=[O:5].